From a dataset of Reaction yield outcomes from USPTO patents with 853,638 reactions. Predict the reaction yield, written as a fraction of the theoretical maximum amount of product (1.0 means a 100% yield; for example, 0.34 means a 34% yield). The reactants are [NH2:1][C:2]1[CH:3]=[C:4]2[C:8](=[CH:9][CH:10]=1)[NH:7][CH:6]=[C:5]2[C:11]1[CH2:16][CH2:15][CH:14]([N:17]([CH3:25])[C:18](=[O:24])[O:19][C:20]([CH3:23])([CH3:22])[CH3:21])[CH2:13][CH:12]=1.I.CS[C:29]([C:31]1[S:32][CH:33]=[CH:34][CH:35]=1)=[NH:30]. The catalyst is C(O)C. The product is [CH3:25][N:17]([CH:14]1[CH2:15][CH2:16][C:11]([C:5]2[C:4]3[C:8](=[CH:9][CH:10]=[C:2]([NH:1][C:29]([C:31]4[S:32][CH:33]=[CH:34][CH:35]=4)=[NH:30])[CH:3]=3)[NH:7][CH:6]=2)=[CH:12][CH2:13]1)[C:18](=[O:24])[O:19][C:20]([CH3:21])([CH3:22])[CH3:23]. The yield is 0.680.